From a dataset of NCI-60 drug combinations with 297,098 pairs across 59 cell lines. Regression. Given two drug SMILES strings and cell line genomic features, predict the synergy score measuring deviation from expected non-interaction effect. (1) Drug 1: CC1=C2C(C(=O)C3(C(CC4C(C3C(C(C2(C)C)(CC1OC(=O)C(C(C5=CC=CC=C5)NC(=O)OC(C)(C)C)O)O)OC(=O)C6=CC=CC=C6)(CO4)OC(=O)C)O)C)O. Drug 2: CS(=O)(=O)CCNCC1=CC=C(O1)C2=CC3=C(C=C2)N=CN=C3NC4=CC(=C(C=C4)OCC5=CC(=CC=C5)F)Cl. Cell line: SK-OV-3. Synergy scores: CSS=36.2, Synergy_ZIP=-0.696, Synergy_Bliss=2.73, Synergy_Loewe=5.11, Synergy_HSA=3.66. (2) Drug 1: CC1=C(C(=CC=C1)Cl)NC(=O)C2=CN=C(S2)NC3=CC(=NC(=N3)C)N4CCN(CC4)CCO. Drug 2: CC12CCC3C(C1CCC2O)C(CC4=C3C=CC(=C4)O)CCCCCCCCCS(=O)CCCC(C(F)(F)F)(F)F. Cell line: OVCAR3. Synergy scores: CSS=30.5, Synergy_ZIP=-3.40, Synergy_Bliss=3.93, Synergy_Loewe=-37.8, Synergy_HSA=5.75.